From a dataset of Full USPTO retrosynthesis dataset with 1.9M reactions from patents (1976-2016). Predict the reactants needed to synthesize the given product. Given the product [Si:3]([O:20][CH2:21][C:22]1[C:23]([N:38]2[CH2:43][C@H:42]([CH3:44])[O:41][C@H:40]([CH3:45])[CH2:39]2)=[C:24]([F:37])[C:25]2[O:35][N:34]=[C:28]([C:29]([O:31][CH2:32][CH3:33])=[O:30])[C:26]=2[CH:27]=1)([C:16]([CH3:17])([CH3:18])[CH3:19])([C:10]1[CH:11]=[CH:12][CH:13]=[CH:14][CH:15]=1)[C:4]1[CH:9]=[CH:8][CH:7]=[CH:6][CH:5]=1, predict the reactants needed to synthesize it. The reactants are: [H-].[Na+].[Si:3]([O:20][CH2:21][C:22]1[C:23]([N:38]2[CH2:43][C@H:42]([CH3:44])[O:41][C@H:40]([CH3:45])[CH2:39]2)=[C:24]([F:37])[C:25](F)=[C:26]([C:28](=[N:34][OH:35])[C:29]([O:31][CH2:32][CH3:33])=[O:30])[CH:27]=1)([C:16]([CH3:19])([CH3:18])[CH3:17])([C:10]1[CH:15]=[CH:14][CH:13]=[CH:12][CH:11]=1)[C:4]1[CH:9]=[CH:8][CH:7]=[CH:6][CH:5]=1.